Dataset: Forward reaction prediction with 1.9M reactions from USPTO patents (1976-2016). Task: Predict the product of the given reaction. (1) Given the reactants Cl[C:2]([O:4][CH2:5][C:6]1[CH:11]=[CH:10][CH:9]=[CH:8][CH:7]=1)=[O:3].[NH2:12][CH2:13][CH2:14][O:15][C@H:16]1[CH2:21][CH2:20][CH2:19][N:18]([C:22]([O:24][C:25]([CH3:28])([CH3:27])[CH3:26])=[O:23])[CH2:17]1.C(=O)(O)[O-].[Na+], predict the reaction product. The product is: [C:6]1([CH2:5][O:4][C:2]([NH:12][CH2:13][CH2:14][O:15][C@H:16]2[CH2:21][CH2:20][CH2:19][N:18]([C:22]([O:24][C:25]([CH3:28])([CH3:27])[CH3:26])=[O:23])[CH2:17]2)=[O:3])[CH:11]=[CH:10][CH:9]=[CH:8][CH:7]=1. (2) The product is: [CH:1]1([C:4]2[CH:21]=[CH:20][C:7]([O:8][C:9]3[N:10]=[CH:11][C:12]([CH:15]=[O:16])=[N:13][CH:14]=3)=[CH:6][CH:5]=2)[CH2:2][CH2:3]1. Given the reactants [CH:1]1([C:4]2[CH:21]=[CH:20][C:7]([O:8][C:9]3[CH:14]=[N:13][C:12]([CH:15]4OCC[O:16]4)=[CH:11][N:10]=3)=[CH:6][CH:5]=2)[CH2:3][CH2:2]1.O.C1(C)C=CC(S(O)(=O)=O)=CC=1.C(=O)([O-])O.[Na+].C(OCC)(=O)C, predict the reaction product.